Dataset: Forward reaction prediction with 1.9M reactions from USPTO patents (1976-2016). Task: Predict the product of the given reaction. (1) The product is: [CH2:1]([O:4][N:5]([C@H:18]1[CH2:23][N:22]([C:24]([O:26][C:27]([CH3:29])([CH3:28])[CH3:30])=[O:25])[C@H:21]([CH2:31][OH:32])[C:20]([CH3:40])=[C:19]1[CH3:41])[S:6]([C:9]1[CH:14]=[CH:13][CH:12]=[CH:11][C:10]=1[N+:15]([O-:17])=[O:16])(=[O:8])=[O:7])[CH:2]=[CH2:3]. Given the reactants [CH2:1]([O:4][N:5]([C@H:18]1[CH2:23][N:22]([C:24]([O:26][C:27]([CH3:30])([CH3:29])[CH3:28])=[O:25])[C@H:21]([CH2:31][O:32][Si](C(C)(C)C)(C)C)[C:20]([CH3:40])=[C:19]1[CH3:41])[S:6]([C:9]1[CH:14]=[CH:13][CH:12]=[CH:11][C:10]=1[N+:15]([O-:17])=[O:16])(=[O:8])=[O:7])[CH:2]=[CH2:3].C(ON([C@H]1CN(C(OC(C)(C)C)=O)[C@H](CO)C=C1C)S(C1C=CC=CC=1[N+]([O-])=O)(=O)=O)C=C, predict the reaction product. (2) Given the reactants [Cl:1][C:2]1[CH:7]=[CH:6][CH:5]=[C:4]([CH2:8][S:9][CH3:10])[C:3]=1[NH:11][C:12](=[O:17])[C:13]([F:16])([F:15])[F:14].ClC1C=C(C=CC=1)C(OO)=O.[O-2:29].[Al+3].[O-2:31].[O-2].[Al+3], predict the reaction product. The product is: [Cl:1][C:2]1[CH:7]=[CH:6][CH:5]=[C:4]([CH2:8][S:9]([CH3:10])(=[O:31])=[O:29])[C:3]=1[NH:11][C:12](=[O:17])[C:13]([F:15])([F:16])[F:14]. (3) Given the reactants [Br:1][C:2]1[CH:8]=[C:7]([CH2:9][CH3:10])[C:5](N)=[C:4]([CH2:11][CH3:12])[CH:3]=1.S(=O)(=O)(O)O.N([O-])=O.[Na+].[I-:22].[K+], predict the reaction product. The product is: [Br:1][C:2]1[CH:8]=[C:7]([CH2:9][CH3:10])[C:5]([I:22])=[C:4]([CH2:11][CH3:12])[CH:3]=1. (4) The product is: [CH2:15]([O:17][C:18]([C:20]1([CH2:35][O:14][C:11]2[CH:12]=[N:13][C:8]([C:5]3[CH:4]=[CH:3][C:2]([F:1])=[CH:7][CH:6]=3)=[CH:9][CH:10]=2)[CH2:24][CH2:23][N:22]([C:25](=[O:34])[C:26]2[CH:31]=[CH:30][CH:29]=[CH:28][C:27]=2[O:32][CH3:33])[CH2:21]1)=[O:19])[CH3:16]. Given the reactants [F:1][C:2]1[CH:7]=[CH:6][C:5]([C:8]2[N:13]=[CH:12][C:11]([OH:14])=[CH:10][CH:9]=2)=[CH:4][CH:3]=1.[CH2:15]([O:17][C:18]([C:20]1([CH2:35]I)[CH2:24][CH2:23][N:22]([C:25](=[O:34])[C:26]2[CH:31]=[CH:30][CH:29]=[CH:28][C:27]=2[O:32][CH3:33])[CH2:21]1)=[O:19])[CH3:16], predict the reaction product.